Dataset: Reaction yield outcomes from USPTO patents with 853,638 reactions. Task: Predict the reaction yield, written as a fraction of the theoretical maximum amount of product (1.0 means a 100% yield; for example, 0.34 means a 34% yield). (1) The reactants are [Cl-].[NH4+].[Cl:3][C:4]1[C:9]([CH3:10])=[CH:8][C:7]([N+:11]([O-])=O)=[CH:6][N:5]=1. The catalyst is CO. The product is [Cl:3][C:4]1[N:5]=[CH:6][C:7]([NH2:11])=[CH:8][C:9]=1[CH3:10]. The yield is 0.420. (2) The reactants are [CH2:1]([O:3][C:4]1[CH:8]=[C:7]([NH2:9])[N:6]([C:10]2[CH:15]=[CH:14][CH:13]=[CH:12][CH:11]=2)[N:5]=1)[CH3:2].[OH-].[Na+].[C:18](Cl)(=[O:26])[O:19][C:20]1[CH:25]=[CH:24][CH:23]=[CH:22][CH:21]=1. The catalyst is CCOC(C)=O. The product is [CH2:1]([O:3][C:4]1[CH:8]=[C:7]([NH:9][C:18](=[O:26])[O:19][C:20]2[CH:25]=[CH:24][CH:23]=[CH:22][CH:21]=2)[N:6]([C:10]2[CH:15]=[CH:14][CH:13]=[CH:12][CH:11]=2)[N:5]=1)[CH3:2]. The yield is 0.810. (3) The reactants are [I-].[Na+].C[O:4][C:5]1[CH:10]=[CH:9][N:8]=[C:7]([C:11]2[N:15]3[CH:16]=[C:17]([C:20]#[N:21])[CH:18]=[CH:19][C:14]3=[N:13][CH:12]=2)[N:6]=1.Cl[Si](C)(C)C. The product is [OH:4][C:5]1[CH:10]=[CH:9][N:8]=[C:7]([C:11]2[N:15]3[CH:16]=[C:17]([C:20]#[N:21])[CH:18]=[CH:19][C:14]3=[N:13][CH:12]=2)[N:6]=1. The yield is 0.990. The catalyst is C(#N)C. (4) The reactants are C1(C)C=CC(S([O-])(=O)=O)=CC=1.[NH+]1C=CC=CC=1.[F:18][C:19]1[C:20]([C:44]2[CH:49]=[CH:48][C:47]([N:50]3[N:54]=[CH:53][CH:52]=[N:51]3)=[CH:46][CH:45]=2)=[CH:21][C:22](=[O:43])[N:23]([CH2:25][CH2:26][C@@:27]([CH3:42])([S:38]([CH3:41])(=[O:40])=[O:39])[C:28]([NH:30][O:31]C2CCCCO2)=[O:29])[CH:24]=1. The catalyst is C(O)C. The product is [F:18][C:19]1[C:20]([C:44]2[CH:45]=[CH:46][C:47]([N:50]3[N:54]=[CH:53][CH:52]=[N:51]3)=[CH:48][CH:49]=2)=[CH:21][C:22](=[O:43])[N:23]([CH2:25][CH2:26][C@@:27]([CH3:42])([S:38]([CH3:41])(=[O:40])=[O:39])[C:28]([NH:30][OH:31])=[O:29])[CH:24]=1. The yield is 0.815. (5) The reactants are C1COCC1.[CH:6]1([C:9](=[O:12])[CH2:10][CH3:11])[CH2:8][CH2:7]1.[C:13]([O:20][CH2:21][CH3:22])(=[O:19])[C:14]([O:16]CC)=O. The catalyst is C(OCC)C. The product is [CH:6]1([C:9](=[O:12])[CH:10]([CH3:11])[C:14](=[O:16])[C:13]([O:20][CH2:21][CH3:22])=[O:19])[CH2:8][CH2:7]1. The yield is 0.910. (6) The yield is 0.840. The catalyst is ClCCl. The reactants are [CH2:1]([O:8][C:9](=[O:29])[NH:10][C@@H:11]([CH3:28])[CH2:12][N:13]1[C:21]2[C:16](=[CH:17][CH:18]=[C:19]3[O:24][C:23]([C:25](=O)[NH2:26])=[CH:22][C:20]3=2)[CH:15]=[N:14]1)[C:2]1[CH:7]=[CH:6][CH:5]=[CH:4][CH:3]=1.S(Cl)(Cl)=O.[N:34]1[CH:39]=[CH:38][CH:37]=[CH:36][C:35]=1[N:40]1[CH2:45][CH2:44]N[CH2:42][CH2:41]1. The product is [CH2:1]([O:8][C:9](=[O:29])[NH:10][C@@H:11]([CH3:28])[CH2:12][N:13]1[C:21]2[C:16](=[CH:17][CH:18]=[C:19]3[O:24][C:23]([CH2:25][N:26]4[CH2:44][CH2:45][N:40]([C:35]5[CH:36]=[CH:37][CH:38]=[CH:39][N:34]=5)[CH2:41][CH2:42]4)=[CH:22][C:20]3=2)[CH:15]=[N:14]1)[C:2]1[CH:3]=[CH:4][CH:5]=[CH:6][CH:7]=1.